Dataset: Experimentally validated miRNA-target interactions with 360,000+ pairs, plus equal number of negative samples. Task: Binary Classification. Given a miRNA mature sequence and a target amino acid sequence, predict their likelihood of interaction. (1) The miRNA is mmu-miR-665-3p with sequence ACCAGGAGGCUGAGGUCCCU. The protein sequence of the target gene is MESLRGNTAQGPTNEEDYKNEGQLSRQTKCPAQKKSSFENTVVRKVSVTLKEIFTGEEGPESSEFSLSPNLDAQQKIPKGHGSPISRKNSKDNSDLIKHQRLFSQRKPCKCNECEKAFSYQSDLLVHSRIHGGEKPFECNKCGKSFSRSTHLIEHQRTHTGEKPYECNECGKAFSRSTHLSLHQRIHTGEKPYECSECGKAFSRSTNLSQHQRTHTQERPYKCNECGKAFGDRSTIIQHQRIHTGENPYECSKCGKAFSWISSLTEHQRTHTGENPYECSECGKVFSRSSSLTEHQRIHS.... Result: 0 (no interaction). (2) The miRNA is hsa-miR-103b with sequence UCAUAGCCCUGUACAAUGCUGCU. The protein sequence of the target gene is MSVTLHTDVGDIKIEVFCERTPKTCENFLALCASNYYNGCIFHRNIKGFMVQTGDPTGTGRGGNSIWGKKFEDEYSEYLKHNVRGVVSMANNGPNTNGSQFFITYGKQPHLDMKYTVFGKVIDGLETLDELEKLPVNEKTYRPLNDVHIKDITIHANPFAQ. Result: 1 (interaction). (3) The miRNA is hsa-miR-504-3p with sequence GGGAGUGCAGGGCAGGGUUUC. The protein sequence of the target gene is MKMMMIMKTTLLLISVLLTQALQSQGRPAIQDEAPAEPTSYTLDSGEKLELSCKAKEDTQKVTWTKDLVPLVDGEHTRLRNDQMEIEKVEPTDSGLYACFAQGLNSNHTEYFNISVTDEEDEVDSSSEEAKLSNDQNLPMAPVWAQPDKMEKKLHAVPASKTVKFRCQANGNPTPTLKWLKNGKEFKRDQRIGGFKVREHMWTIIMESVVPSDRGNYTCLVENRHGSINHTYQLDVVERSPHRPILQAGLPANRTAVVGSDVEFECKVFSDPQPHIQWLKHIEVNGSRYGPDGLPYVRAL.... Result: 0 (no interaction). (4) The miRNA is mmu-miR-5627-3p with sequence ACAGGGCUCUCCGGCGCCCCUCGU. The protein sequence of the target gene is MPLALTLLLLSGLGAPGGWGCLQCDPLVLEALGHLRSALIPSRFQLEQLQARAGAVLMGMEGPFFRDYALNVFVGKVETNQLDLVASFVKNQTQHLMGNSLKDEPLLEELVTLRANVIKEFKKVLISYELKACNPKLCRLLKEEVLDCLHCQRITPKCIHKKYCFVDRQPRVALQYQMDSKYPRNQALLGILISVSLAVFVFVVIVVSACTYRQNRKLLLQ. Result: 0 (no interaction).